Dataset: NCI-60 drug combinations with 297,098 pairs across 59 cell lines. Task: Regression. Given two drug SMILES strings and cell line genomic features, predict the synergy score measuring deviation from expected non-interaction effect. (1) Drug 1: C1=CC(=CC=C1CC(C(=O)O)N)N(CCCl)CCCl.Cl. Drug 2: CCC1(CC2CC(C3=C(CCN(C2)C1)C4=CC=CC=C4N3)(C5=C(C=C6C(=C5)C78CCN9C7C(C=CC9)(C(C(C8N6C=O)(C(=O)OC)O)OC(=O)C)CC)OC)C(=O)OC)O.OS(=O)(=O)O. Cell line: UACC-257. Synergy scores: CSS=13.8, Synergy_ZIP=-1.39, Synergy_Bliss=4.70, Synergy_Loewe=-18.6, Synergy_HSA=-0.915. (2) Drug 1: CCC1(CC2CC(C3=C(CCN(C2)C1)C4=CC=CC=C4N3)(C5=C(C=C6C(=C5)C78CCN9C7C(C=CC9)(C(C(C8N6C)(C(=O)OC)O)OC(=O)C)CC)OC)C(=O)OC)O.OS(=O)(=O)O. Drug 2: COC1=C2C(=CC3=C1OC=C3)C=CC(=O)O2. Cell line: CAKI-1. Synergy scores: CSS=0.0655, Synergy_ZIP=-0.881, Synergy_Bliss=-8.48, Synergy_Loewe=-21.3, Synergy_HSA=-8.50. (3) Drug 1: C1CN1C2=NC(=NC(=N2)N3CC3)N4CC4. Drug 2: C1CNP(=O)(OC1)N(CCCl)CCCl. Cell line: SF-539. Synergy scores: CSS=48.5, Synergy_ZIP=-1.93, Synergy_Bliss=-2.03, Synergy_Loewe=-54.9, Synergy_HSA=-4.57. (4) Drug 1: CC1=CC2C(CCC3(C2CCC3(C(=O)C)OC(=O)C)C)C4(C1=CC(=O)CC4)C. Drug 2: CN(CC1=CN=C2C(=N1)C(=NC(=N2)N)N)C3=CC=C(C=C3)C(=O)NC(CCC(=O)O)C(=O)O. Cell line: CCRF-CEM. Synergy scores: CSS=49.8, Synergy_ZIP=1.56, Synergy_Bliss=1.58, Synergy_Loewe=-31.8, Synergy_HSA=1.87. (5) Drug 1: C1CC(=O)NC(=O)C1N2CC3=C(C2=O)C=CC=C3N. Drug 2: CC1C(C(CC(O1)OC2CC(CC3=C2C(=C4C(=C3O)C(=O)C5=C(C4=O)C(=CC=C5)OC)O)(C(=O)C)O)N)O.Cl. Cell line: SW-620. Synergy scores: CSS=14.2, Synergy_ZIP=-8.10, Synergy_Bliss=-8.60, Synergy_Loewe=-33.5, Synergy_HSA=-8.70. (6) Drug 1: CCCCC(=O)OCC(=O)C1(CC(C2=C(C1)C(=C3C(=C2O)C(=O)C4=C(C3=O)C=CC=C4OC)O)OC5CC(C(C(O5)C)O)NC(=O)C(F)(F)F)O. Drug 2: CN(CC1=CN=C2C(=N1)C(=NC(=N2)N)N)C3=CC=C(C=C3)C(=O)NC(CCC(=O)O)C(=O)O. Cell line: SW-620. Synergy scores: CSS=44.2, Synergy_ZIP=-5.30, Synergy_Bliss=-8.09, Synergy_Loewe=-23.6, Synergy_HSA=-4.33. (7) Drug 1: C1=NC(=NC(=O)N1C2C(C(C(O2)CO)O)O)N. Drug 2: C(CC(=O)O)C(=O)CN.Cl. Cell line: RPMI-8226. Synergy scores: CSS=80.1, Synergy_ZIP=-3.08, Synergy_Bliss=-1.76, Synergy_Loewe=-14.0, Synergy_HSA=2.61.